Predict the reactants needed to synthesize the given product. From a dataset of Full USPTO retrosynthesis dataset with 1.9M reactions from patents (1976-2016). Given the product [CH3:18][N:11]1[C:12]2[C:17](=[CH:16][CH:15]=[CH:14][CH:13]=2)[C:9]([C:6]2[CH:7]=[CH:8][C:3]([OH:2])=[CH:4][CH:5]=2)=[C:10]1[C:19]1[CH:24]=[CH:23][CH:22]=[CH:21][CH:20]=1, predict the reactants needed to synthesize it. The reactants are: C[O:2][C:3]1[CH:8]=[CH:7][C:6]([C:9]2[C:17]3[C:12](=[CH:13][CH:14]=[CH:15][CH:16]=3)[N:11]([CH3:18])[C:10]=2[C:19]2[CH:24]=[CH:23][CH:22]=[CH:21][CH:20]=2)=[CH:5][CH:4]=1.B(Br)(Br)Br.